Task: Predict which catalyst facilitates the given reaction.. Dataset: Catalyst prediction with 721,799 reactions and 888 catalyst types from USPTO (1) Reactant: Cl[C:2]1[N:3]=[N:4][C:5]([O:8][CH3:9])=[CH:6][CH:7]=1.C(=O)([O-])[O-].[Na+].[Na+].[CH2:16](O)[CH3:17].CCOC(C)=O.[C:25]1([CH3:31])[CH:30]=C[CH:28]=[CH:27][CH:26]=1. Product: [CH3:31][C:25]1[CH:26]=[CH:27][CH:28]=[C:16]([CH3:17])[C:30]=1[C:2]1[N:3]=[N:4][C:5]([O:8][CH3:9])=[CH:6][CH:7]=1. The catalyst class is: 73. (2) Reactant: [C:1]([O:5][C:6](=[O:33])[NH:7][C@H:8]([CH2:24][N:25]([O:29]C(=O)C)[C:26](=[O:28])[CH3:27])[CH2:9][C:10]1[CH:15]=[CH:14][C:13]([O:16][C:17]2[CH:22]=[CH:21][C:20]([Cl:23])=[CH:19][CH:18]=2)=[CH:12][CH:11]=1)([CH3:4])([CH3:3])[CH3:2].C[O-].[Na+].[NH4+].[Cl-]. Product: [C:1]([O:5][C:6](=[O:33])[NH:7][C@H:8]([CH2:24][N:25]([C:26](=[O:28])[CH3:27])[OH:29])[CH2:9][C:10]1[CH:15]=[CH:14][C:13]([O:16][C:17]2[CH:18]=[CH:19][C:20]([Cl:23])=[CH:21][CH:22]=2)=[CH:12][CH:11]=1)([CH3:4])([CH3:2])[CH3:3]. The catalyst class is: 5. (3) Reactant: [CH3:1][C:2]1[CH:7]=[C:6]([S:8][CH3:9])[N:5]=[C:4]([N:10]2[CH2:15][CH2:14][N:13](C(OC(C)(C)C)=O)[CH2:12][CH2:11]2)[N:3]=1.Cl. Product: [CH3:1][C:2]1[CH:7]=[C:6]([S:8][CH3:9])[N:5]=[C:4]([N:10]2[CH2:11][CH2:12][NH:13][CH2:14][CH2:15]2)[N:3]=1. The catalyst class is: 135. (4) Reactant: [C:9](O[C:9]([O:11][C:12]([CH3:15])([CH3:14])[CH3:13])=[O:10])([O:11][C:12]([CH3:15])([CH3:14])[CH3:13])=[O:10].[NH2:16][CH2:17][CH2:18][CH2:19][OH:20].[OH-].[Na+]. Product: [OH:20][CH2:19][CH2:18][CH2:17][NH:16][C:9](=[O:10])[O:11][C:12]([CH3:13])([CH3:14])[CH3:15]. The catalyst class is: 7.